This data is from Full USPTO retrosynthesis dataset with 1.9M reactions from patents (1976-2016). The task is: Predict the reactants needed to synthesize the given product. Given the product [OH:37][CH2:36][CH2:35][CH2:34][NH:33][C:28]([C:27]1[C:23]2[CH:22]=[CH:21][C:20]([O:19][C:16]3[CH:15]=[CH:14][N:13]=[C:12]4[CH:11]=[C:10]([C:8]([N:5]5[CH2:6][CH2:7][C@@H:3]([O:2][CH3:1])[CH2:4]5)=[O:9])[S:18][C:17]=34)=[CH:32][C:24]=2[S:25][C:26]=1[CH3:31])=[O:29], predict the reactants needed to synthesize it. The reactants are: [CH3:1][O:2][C@@H:3]1[CH2:7][CH2:6][N:5]([C:8]([C:10]2[S:18][C:17]3[C:12](=[N:13][CH:14]=[CH:15][C:16]=3[O:19][C:20]3[CH:21]=[CH:22][C:23]4[C:27]([C:28](O)=[O:29])=[C:26]([CH3:31])[S:25][C:24]=4[CH:32]=3)[CH:11]=2)=[O:9])[CH2:4]1.[NH2:33][CH2:34][CH2:35][CH2:36][OH:37].C(N(CC)C(C)C)(C)C.CN(C(ON1N=NC2C=CC=CC1=2)=[N+](C)C)C.F[P-](F)(F)(F)(F)F.